This data is from Full USPTO retrosynthesis dataset with 1.9M reactions from patents (1976-2016). The task is: Predict the reactants needed to synthesize the given product. The reactants are: [CH3:1][O:2][C:3]1[CH:4]=[CH:5][C:6]2[O:11][CH:10]([C:12]3[CH:17]=[CH:16][CH:15]=[CH:14][CH:13]=3)[CH2:9][N:8]([CH2:18][C:19]#[N:20])[C:7]=2[CH:21]=1.[C:22]([O-])(=[O:24])[CH3:23].[Na+]. Given the product [CH3:1][O:2][C:3]1[CH:4]=[CH:5][C:6]2[O:11][CH:10]([C:12]3[CH:17]=[CH:16][CH:15]=[CH:14][CH:13]=3)[CH2:9][N:8]([CH2:18][CH2:19][NH:20][C:22](=[O:24])[CH3:23])[C:7]=2[CH:21]=1, predict the reactants needed to synthesize it.